This data is from Peptide-MHC class II binding affinity with 134,281 pairs from IEDB. The task is: Regression. Given a peptide amino acid sequence and an MHC pseudo amino acid sequence, predict their binding affinity value. This is MHC class II binding data. (1) The MHC is DRB1_1001 with pseudo-sequence DRB1_1001. The peptide sequence is EKKYFAADQFEPLAA. The binding affinity (normalized) is 0.550. (2) The binding affinity (normalized) is 0.416. The MHC is HLA-DPA10201-DPB10501 with pseudo-sequence HLA-DPA10201-DPB10501. The peptide sequence is MKYLAAFLLLGLAGN. (3) The peptide sequence is GVFHELPSLCRVNNS. The MHC is DRB1_1302 with pseudo-sequence DRB1_1302. The binding affinity (normalized) is 0.452. (4) The peptide sequence is FEAKGAKANKAYD. The MHC is H-2-IAb with pseudo-sequence H-2-IAb. The binding affinity (normalized) is 0.768. (5) The peptide sequence is KADMSKLISLKTDLG. The MHC is DRB1_0101 with pseudo-sequence DRB1_0101. The binding affinity (normalized) is 0.646. (6) The peptide sequence is VRSGGHDYEGLSYRS. The MHC is DRB1_1302 with pseudo-sequence DRB1_1302. The binding affinity (normalized) is 0. (7) The peptide sequence is AFKVAATQANAAPAN. The MHC is DRB1_0802 with pseudo-sequence DRB1_0802. The binding affinity (normalized) is 0.854. (8) The peptide sequence is FVREVGDTSSDLLIE. The MHC is DRB1_0101 with pseudo-sequence DRB1_0101. The binding affinity (normalized) is 0.620.